Predict which catalyst facilitates the given reaction. From a dataset of Catalyst prediction with 721,799 reactions and 888 catalyst types from USPTO. (1) Reactant: C([O:8][C:9]1[C:10]([O:36][CH:37]([CH3:39])[CH3:38])=[CH:11][C:12]([CH2:15][N:16]2[CH2:34][CH2:33][C@@:19]3([N:23]([C:24]4[CH:29]=[CH:28][CH:27]=[C:26]([F:30])[CH:25]=4)[S:22](=[O:32])(=[O:31])[CH:21]=[CH:20]3)[CH2:18][C@@H:17]2[CH3:35])=[N:13][CH:14]=1)C1C=CC=CC=1. Product: [F:30][C:26]1[CH:25]=[C:24]([N:23]2[C@@:19]3([CH2:33][CH2:34][N:16]([CH2:15][C:12]4[N:13]=[CH:14][C:9]([OH:8])=[C:10]([O:36][CH:37]([CH3:38])[CH3:39])[CH:11]=4)[C@@H:17]([CH3:35])[CH2:18]3)[CH2:20][CH2:21][S:22]2(=[O:32])=[O:31])[CH:29]=[CH:28][CH:27]=1. The catalyst class is: 19. (2) Reactant: [C:1](Cl)(=[O:3])[CH3:2].[Br:5][CH:6]([CH2:11][OH:12])[C:7]([O:9][CH3:10])=[O:8].C(N(CC)CC)C. Product: [C:1]([O:12][CH2:11][CH:6]([Br:5])[C:7]([O:9][CH3:10])=[O:8])(=[O:3])[CH3:2]. The catalyst class is: 28.